Task: Predict the reactants needed to synthesize the given product.. Dataset: Full USPTO retrosynthesis dataset with 1.9M reactions from patents (1976-2016) (1) Given the product [CH3:1][O:2][C:3](=[O:24])[C:4](=[C:5]1[C:9](=[O:10])[N:8]([C:11]2[CH:12]=[CH:13][CH:14]=[CH:15][CH:16]=2)[N:7]=[C:6]1[CH2:17][CH3:18])[C:19]([F:21])([F:22])[F:20], predict the reactants needed to synthesize it. The reactants are: [CH3:1][O:2][C:3](=[O:24])[C:4](O)([C:19]([F:22])([F:21])[F:20])[C:5]1[C:9](=[O:10])[N:8]([C:11]2[CH:16]=[CH:15][CH:14]=[CH:13][CH:12]=2)[NH:7][C:6]=1[CH2:17][CH3:18].S(Cl)(Cl)=O. (2) Given the product [C:40]([N:39]=[C:38]1[NH:1][CH2:2][CH:3]([C:6]2[CH:11]=[CH:10][C:9]([NH:12][C:13]([C:15]3[N:16]([CH2:22][O:23][CH2:24][CH2:25][Si:26]([CH3:29])([CH3:27])[CH3:28])[CH:17]=[C:18]([C:20]#[N:21])[N:19]=3)=[O:14])=[C:8]([C:30]3[CH2:35][CH2:34][CH2:33][CH2:32][CH:31]=3)[CH:7]=2)[CH2:4][NH:5]1)#[N:41], predict the reactants needed to synthesize it. The reactants are: [NH2:1][CH2:2][CH:3]([C:6]1[CH:11]=[CH:10][C:9]([NH:12][C:13]([C:15]2[N:16]([CH2:22][O:23][CH2:24][CH2:25][Si:26]([CH3:29])([CH3:28])[CH3:27])[CH:17]=[C:18]([C:20]#[N:21])[N:19]=2)=[O:14])=[C:8]([C:30]2[CH2:35][CH2:34][CH2:33][CH2:32][CH:31]=2)[CH:7]=1)[CH2:4][NH2:5].CS[C:38](SC)=[N:39][C:40]#[N:41]. (3) Given the product [F:13][C:10]1([F:14])[CH2:11][CH2:12][N:7]([C:5]2[S:6][C:2]([C:33]3[CH:34]=[CH:35][C:36]([N:39]4[CH2:44][CH2:43][S:42](=[O:46])(=[O:45])[CH2:41][CH2:40]4)=[CH:37][CH:38]=3)=[C:3]([C@@H:15]3[CH2:20][CH2:19][CH2:18][CH2:17][C@H:16]3[C:21]([O:23][CH3:24])=[O:22])[N:4]=2)[CH2:8][CH2:9]1, predict the reactants needed to synthesize it. The reactants are: Br[C:2]1[S:6][C:5]([N:7]2[CH2:12][CH2:11][C:10]([F:14])([F:13])[CH2:9][CH2:8]2)=[N:4][C:3]=1[C@@H:15]1[CH2:20][CH2:19][CH2:18][CH2:17][C@H:16]1[C:21]([O:23][CH3:24])=[O:22].CC1(C)C(C)(C)OB([C:33]2[CH:38]=[CH:37][C:36]([N:39]3[CH2:44][CH2:43][S:42](=[O:46])(=[O:45])[CH2:41][CH2:40]3)=[CH:35][CH:34]=2)O1.C1C=C(S([O-])(=O)=O)C=C(P(C2C=CC=C(S([O-])(=O)=O)C=2)C2C=CC=C(S([O-])(=O)=O)C=2)C=1.[Na+].[Na+].[Na+].CN(C=O)C. (4) Given the product [NH2:20][CH2:12][C@H:10]([NH:11][C:13](=[O:14])[O:15][C:16]([CH3:19])([CH3:18])[CH3:17])[CH2:9][O:8][Si:1]([C:4]([CH3:7])([CH3:6])[CH3:5])([CH3:3])[CH3:2], predict the reactants needed to synthesize it. The reactants are: [Si:1]([O:8][CH2:9][CH:10]1[CH2:12][N@@:11]1[C:13]([O:15][C:16]([CH3:19])([CH3:18])[CH3:17])=[O:14])([C:4]([CH3:7])([CH3:6])[CH3:5])([CH3:3])[CH3:2].[NH3:20].CO. (5) Given the product [OH:25][CH:19]([C:12]1[C:13]2[C:18](=[CH:17][CH:16]=[CH:15][CH:14]=2)[N:10]([CH3:9])[C:11]=1[C:26]1[CH:27]=[CH:28][CH:29]=[CH:30][CH:31]=1)[C:20]([O:22][CH2:23][CH3:24])=[O:21], predict the reactants needed to synthesize it. The reactants are: [BH4-].[BH4-].[BH4-].[BH4-].[Na+].[Na+].[Na+].[Na+].[CH3:9][N:10]1[C:18]2[C:13](=[CH:14][CH:15]=[CH:16][CH:17]=2)[C:12]([C:19](=[O:25])[C:20]([O:22][CH2:23][CH3:24])=[O:21])=[C:11]1[C:26]1[CH:31]=[CH:30][CH:29]=[CH:28][CH:27]=1.O. (6) Given the product [C:6]([CH2:8][CH:9]([C:11]1[CH:20]=[CH:19][C:14]([C:15]([O:17][CH3:18])=[O:16])=[CH:13][CH:12]=1)[OH:10])([OH:7])=[O:5], predict the reactants needed to synthesize it. The reactants are: C([O:5][C:6]([CH2:8][CH:9]([C:11]1[CH:20]=[CH:19][C:14]([C:15]([O:17][CH3:18])=[O:16])=[CH:13][CH:12]=1)[OH:10])=[O:7])(C)(C)C. (7) Given the product [C:15]1([C:14]2[C:13]3[C:8](=[CH:9][CH:10]=[CH:11][CH:12]=3)[N:7]([S:21]([C:24]3[CH:25]=[CH:26][C:27]([CH3:30])=[CH:28][CH:29]=3)(=[O:22])=[O:23])[C:6]=2[CH:4]([NH2:1])[CH3:5])[CH:16]=[CH:17][CH:18]=[CH:19][CH:20]=1, predict the reactants needed to synthesize it. The reactants are: [N:1]([CH:4]([C:6]1[N:7]([S:21]([C:24]2[CH:29]=[CH:28][C:27]([CH3:30])=[CH:26][CH:25]=2)(=[O:23])=[O:22])[C:8]2[C:13]([C:14]=1[C:15]1[CH:20]=[CH:19][CH:18]=[CH:17][CH:16]=1)=[CH:12][CH:11]=[CH:10][CH:9]=2)[CH3:5])=[N+]=[N-].